The task is: Regression/Classification. Given a drug SMILES string, predict its absorption, distribution, metabolism, or excretion properties. Task type varies by dataset: regression for continuous measurements (e.g., permeability, clearance, half-life) or binary classification for categorical outcomes (e.g., BBB penetration, CYP inhibition). Dataset: cyp2c19_veith.. This data is from CYP2C19 inhibition data for predicting drug metabolism from PubChem BioAssay. (1) The compound is Fc1ccccc1OCCCCSc1ncccn1. The result is 1 (inhibitor). (2) The molecule is Cc1cn2c(-c3ccncc3)nnc2s1. The result is 0 (non-inhibitor). (3) The molecule is Cc1noc(C)c1C(=O)N1CCC2(CCCN(c3ccccc3)C2)CC1. The result is 0 (non-inhibitor). (4) The compound is COc1ccc(-c2nn3cnnc3s2)cc1OC. The result is 1 (inhibitor). (5) The compound is NC(=O)C(=O)[O-].[Na+]. The result is 0 (non-inhibitor). (6) The molecule is COc1ccccc1C/C(N)=N/OC(=O)c1ccc(C)c([N+](=O)[O-])c1. The result is 1 (inhibitor).